This data is from Full USPTO retrosynthesis dataset with 1.9M reactions from patents (1976-2016). The task is: Predict the reactants needed to synthesize the given product. Given the product [CH3:3][N:4]([CH3:12])[C:5]1[CH:6]=[C:7]([N:11]=[C:21]=[O:23])[CH:8]=[CH:9][CH:10]=1, predict the reactants needed to synthesize it. The reactants are: Cl.Cl.[CH3:3][N:4]([CH3:12])[C:5]1[CH:10]=[CH:9][CH:8]=[C:7]([NH2:11])[CH:6]=1.C(N(CC)CC)C.Cl[C:21](Cl)([O:23]C(=O)OC(Cl)(Cl)Cl)Cl.